From a dataset of Reaction yield outcomes from USPTO patents with 853,638 reactions. Predict the reaction yield, written as a fraction of the theoretical maximum amount of product (1.0 means a 100% yield; for example, 0.34 means a 34% yield). (1) The reactants are Cl[CH2:2]Cl.[Cl:4][C:5]1[N:6]=[C:7]([C:12]([NH:14][C@H:15]2[CH2:20][CH2:19][N:18]([C:21]3[S:22][C:23]([C:27](O)=[O:28])=[C:24]([CH3:26])[N:25]=3)[CH2:17][C@H:16]2[O:30][CH3:31])=[O:13])[NH:8][C:9]=1[CH2:10][CH3:11].CCN=C=NC[CH2:38][CH2:39][N:40]([CH3:42])[CH3:41].Cl.C1C=CC2N(O)N=[N:50][C:48]=2C=1. The catalyst is C(OCC)(=O)C.C(=O)(O)[O-].[Na+].CC(N(C)C)=O. The yield is 0.440. The product is [Cl:4][C:5]1[N:6]=[C:7]([C:12]([NH:14][C@H:15]2[CH2:20][CH2:19][N:18]([C:21]3[S:22][C:23]([C:27]([NH:50][CH2:48][CH2:42][N:40]([CH2:39][CH3:38])[CH2:41][CH3:2])=[O:28])=[C:24]([CH3:26])[N:25]=3)[CH2:17][C@H:16]2[O:30][CH3:31])=[O:13])[NH:8][C:9]=1[CH2:10][CH3:11]. (2) The product is [CH3:7][N:4]1[CH2:5][CH2:6][C@:2]2([N:1]=[C:11]([C:12]3[N:17]=[C:16]([C:18]4[CH:23]=[CH:22][C:21]([C:24]([F:27])([F:26])[F:25])=[CH:20][CH:19]=4)[CH:15]=[CH:14][N:13]=3)[CH2:10][CH2:9]2)[C:3]1=[O:8]. The yield is 1.00. The reactants are [NH2:1][C@@:2]1([CH2:9][C:10]#[C:11][C:12]2[N:17]=[C:16]([C:18]3[CH:23]=[CH:22][C:21]([C:24]([F:27])([F:26])[F:25])=[CH:20][CH:19]=3)[CH:15]=[CH:14][N:13]=2)[CH2:6][CH2:5][N:4]([CH3:7])[C:3]1=[O:8]. The catalyst is CC#N.FC(F)(F)S([O-])(=O)=O.[Ag+].